From a dataset of Reaction yield outcomes from USPTO patents with 853,638 reactions. Predict the reaction yield, written as a fraction of the theoretical maximum amount of product (1.0 means a 100% yield; for example, 0.34 means a 34% yield). (1) The reactants are [N:1]1([C:7](=[O:31])[CH:8]=[CH:9][C:10]2[CH:15]=[CH:14][C:13]([NH:16][CH2:17][C:18]3[CH:23]=[CH:22][C:21]([O:24][CH:25]4[CH2:30][CH2:29][CH2:28][CH2:27][O:26]4)=[CH:20][CH:19]=3)=[CH:12][CH:11]=2)[CH2:6][CH2:5][O:4][CH2:3][CH2:2]1.C(N(CC)CC)C.[CH3:39][O:40][C:41]1[CH:46]=[CH:45][C:44]([S:47](Cl)(=[O:49])=[O:48])=[CH:43][CH:42]=1.O. The catalyst is C(Cl)Cl. The product is [CH3:39][O:40][C:41]1[CH:42]=[CH:43][C:44]([S:47]([N:16]([C:13]2[CH:12]=[CH:11][C:10]([CH:9]=[CH:8][C:7]([N:1]3[CH2:6][CH2:5][O:4][CH2:3][CH2:2]3)=[O:31])=[CH:15][CH:14]=2)[CH2:17][C:18]2[CH:23]=[CH:22][C:21]([O:24][CH:25]3[CH2:30][CH2:29][CH2:28][CH2:27][O:26]3)=[CH:20][CH:19]=2)(=[O:49])=[O:48])=[CH:45][CH:46]=1. The yield is 0.500. (2) The reactants are [Cl:1][C:2]1[CH:11]=[CH:10][C:9]([OH:12])=[CH:8][C:3]=1[C:4](OC)=[O:5].[NH3:13]. The catalyst is CO. The product is [Cl:1][C:2]1[CH:11]=[CH:10][C:9]([OH:12])=[CH:8][C:3]=1[C:4]([NH2:13])=[O:5]. The yield is 0.800. (3) The reactants are C(OC(=O)[N:7]([C:16]1[CH:21]=[CH:20][C:19]([C:22]([C:24]2[C:32]3[C:27](=[N:28][CH:29]=[C:30]([Cl:33])[CH:31]=3)[NH:26][CH:25]=2)=[O:23])=[CH:18][N:17]=1)[CH2:8][C:9]1[CH:14]=[CH:13][CH:12]=[CH:11][C:10]=1[F:15])(C)(C)C.FC(F)(F)C(O)=O.C(=O)([O-])[O-].[K+].[K+]. The yield is 0.120. The catalyst is ClCCl. The product is [Cl:33][C:30]1[CH:31]=[C:32]2[C:24]([C:22]([C:19]3[CH:18]=[N:17][C:16]([NH:7][CH2:8][C:9]4[CH:14]=[CH:13][CH:12]=[CH:11][C:10]=4[F:15])=[CH:21][CH:20]=3)=[O:23])=[CH:25][NH:26][C:27]2=[N:28][CH:29]=1.